Task: Predict the reaction yield, written as a fraction of the theoretical maximum amount of product (1.0 means a 100% yield; for example, 0.34 means a 34% yield).. Dataset: Reaction yield outcomes from USPTO patents with 853,638 reactions (1) The yield is 0.660. The reactants are [C:1](#[N:7])[CH2:2][CH2:3][CH:4]([CH3:6])[CH3:5].Br[C:9]1[CH:14]=[CH:13][CH:12]=[C:11]([Br:15])[N:10]=1.C[Si]([N-][Si](C)(C)C)(C)C.[K+].C(Cl)Cl.CCCCCC. The catalyst is C1(C)C=CC=CC=1.C(Cl)Cl. The product is [Br:15][C:11]1[N:10]=[C:9]([CH:2]([CH2:3][CH:4]([CH3:6])[CH3:5])[C:1]#[N:7])[CH:14]=[CH:13][CH:12]=1. (2) The reactants are [OH:1][C:2]1[CH:3]=[C:4]([CH:7]=[CH:8][CH:9]=1)[C:5]#[N:6].[CH3:10][N:11]1[CH2:16][CH2:15][CH:14](O)[CH2:13][CH2:12]1.C1(P(C2C=CC=CC=2)C2C=CC=CC=2)C=CC=CC=1.N(C(OC(C)C)=O)=NC(OC(C)C)=O. The catalyst is O1CCCC1. The product is [CH3:10][N:11]1[CH2:16][CH2:15][CH:14]([O:1][C:2]2[CH:3]=[C:4]([CH:7]=[CH:8][CH:9]=2)[C:5]#[N:6])[CH2:13][CH2:12]1. The yield is 0.420. (3) The product is [ClH:29].[CH3:1][CH:2]([CH3:28])[CH2:3][C@H:4]([NH2:21])[C:5]1[CH:6]=[N:7][C:8]([C:11]2[CH:16]=[CH:15][C:14]([C:17]([F:20])([F:19])[F:18])=[CH:13][CH:12]=2)=[N:9][CH:10]=1. The yield is 0.970. The reactants are [CH3:1][CH:2]([CH3:28])[CH2:3][C@H:4]([NH:21][S@](C(C)(C)C)=O)[C:5]1[CH:6]=[N:7][C:8]([C:11]2[CH:16]=[CH:15][C:14]([C:17]([F:20])([F:19])[F:18])=[CH:13][CH:12]=2)=[N:9][CH:10]=1.[ClH:29].CCOCC. The catalyst is CO.